Dataset: Forward reaction prediction with 1.9M reactions from USPTO patents (1976-2016). Task: Predict the product of the given reaction. Given the reactants [Cl:1][C:2]1[CH:7]=[CH:6][C:5]([C:8]2[O:12][CH:11]=[N:10][C:9]=2[C:13](OCC)=[O:14])=[CH:4][CH:3]=1.CC(C[AlH]CC(C)C)C.[NH4+].[Cl-], predict the reaction product. The product is: [Cl:1][C:2]1[CH:3]=[CH:4][C:5]([C:8]2[O:12][CH:11]=[N:10][C:9]=2[CH:13]=[O:14])=[CH:6][CH:7]=1.